This data is from Full USPTO retrosynthesis dataset with 1.9M reactions from patents (1976-2016). The task is: Predict the reactants needed to synthesize the given product. (1) Given the product [CH2:27]([O:26][C:24]([NH:1][C:2]1[CH:3]=[CH:4][C:5]([O:6][C:7]2[C:8]([Br:20])=[CH:9][C:10]([CH2:14][CH2:15][C:16]([O:18][CH3:19])=[O:17])=[CH:11][C:12]=2[Br:13])=[CH:21][CH:22]=1)=[O:25])[CH3:28], predict the reactants needed to synthesize it. The reactants are: [NH2:1][C:2]1[CH:22]=[CH:21][C:5]([O:6][C:7]2[C:12]([Br:13])=[CH:11][C:10]([CH2:14][CH2:15][C:16]([O:18][CH3:19])=[O:17])=[CH:9][C:8]=2[Br:20])=[CH:4][CH:3]=1.Cl[C:24]([O:26][CH2:27][CH3:28])=[O:25].C(N(CC)CC)C.O. (2) Given the product [OH:20][CH2:21][CH2:22][O:23][C:24]1[CH:25]=[CH:26][C:27]([C:40]2[NH:6][C:4](=[O:5])[C:3]3[C:2](=[CH:10][C:9]([O:11][CH3:12])=[CH:8][C:7]=3[O:13][CH3:14])[N:1]=2)=[N:28][C:29]=1[C:30]1[CH:35]=[CH:34][CH:33]=[CH:32][C:31]=1[S:36]([CH3:39])(=[O:38])=[O:37], predict the reactants needed to synthesize it. The reactants are: [NH2:1][C:2]1[CH:10]=[C:9]([O:11][CH3:12])[CH:8]=[C:7]([O:13][CH3:14])[C:3]=1[C:4]([NH2:6])=[O:5].C([Si](C)(C)[O:20][CH2:21][CH2:22][O:23][C:24]1[CH:25]=[CH:26][C:27]([CH:40]=O)=[N:28][C:29]=1[C:30]1[CH:35]=[CH:34][CH:33]=[CH:32][C:31]=1[S:36]([CH3:39])(=[O:38])=[O:37])(C)(C)C.OS([O-])=O.[Na+].O.C1(C)C=CC(S(O)(=O)=O)=CC=1.